Task: Predict which catalyst facilitates the given reaction.. Dataset: Catalyst prediction with 721,799 reactions and 888 catalyst types from USPTO The catalyst class is: 20. Reactant: [CH2:1]([N:7]1[C:15]2[C:10](=[CH:11][CH:12]=[CH:13][CH:14]=2)[C:9]([CH2:26][C:27]([O-:29])=[O:28])([C:16]2[C:24](O)=[CH:23][C:19]3[O:20][CH2:21][O:22][C:18]=3[CH:17]=2)[C:8]1=[O:30])[CH2:2][CH2:3][CH2:4][CH2:5][CH3:6].[OH-].[Li+]. Product: [CH2:1]([N:7]1[C:15]2[C:10](=[CH:11][CH:12]=[CH:13][CH:14]=2)[C:9]2([C:16]3[CH:17]=[C:18]4[O:22][CH2:21][O:20][C:19]4=[CH:23][C:24]=3[O:29][C:27](=[O:28])[CH2:26]2)[C:8]1=[O:30])[CH2:2][CH2:3][CH2:4][CH2:5][CH3:6].